This data is from Forward reaction prediction with 1.9M reactions from USPTO patents (1976-2016). The task is: Predict the product of the given reaction. (1) The product is: [CH2:1]([O:8][C:9]1[CH:10]=[C:11]([CH:15]([NH:23][C:24]([CH:26]2[CH2:27][CH2:28][CH2:29][CH2:30]2)=[O:25])[C:16]2[C:21]([Cl:22])=[N:20][CH:19]=[CH:18][N:17]=2)[CH:12]=[CH:13][CH:14]=1)[C:2]1[CH:3]=[CH:4][CH:5]=[CH:6][CH:7]=1. Given the reactants [CH2:1]([O:8][C:9]1[CH:10]=[C:11]([CH:15]([NH:23][C:24]([CH:26]2[CH2:29][CH2:28][CH2:27]2)=[O:25])[C:16]2[C:21]([Cl:22])=[N:20][CH:19]=[CH:18][N:17]=2)[CH:12]=[CH:13][CH:14]=1)[C:2]1[CH:7]=[CH:6][CH:5]=[CH:4][CH:3]=1.[CH:30]1(C(O)=O)CCC1, predict the reaction product. (2) Given the reactants ClC1N=C(NC2C=CC3OCCOC=3C=2)C(F)=CN=1.[Cl:20][C:21]1[N:26]=[C:25](Cl)[C:24]([F:28])=[CH:23][N:22]=1.[NH2:29][C:30]1[CH:31]=[CH:32][C:33]2[O:34][CH2:35][C:36](=[O:40])[NH:37][C:38]=2[N:39]=1, predict the reaction product. The product is: [Cl:20][C:21]1[N:26]=[C:25]([NH:29][C:30]2[CH:31]=[CH:32][C:33]3[O:34][CH2:35][C:36](=[O:40])[NH:37][C:38]=3[N:39]=2)[C:24]([F:28])=[CH:23][N:22]=1. (3) Given the reactants Cl.[F:2][C:3]1[CH:4]=[N:5][N:6]([C:8]([NH2:10])=[NH:9])[CH:7]=1.C[O-].[Na+].C([O:16][CH:17]=[C:18]([C:24](OCC)=O)[C:19]([O:21][CH2:22][CH3:23])=[O:20])C, predict the reaction product. The product is: [F:2][C:3]1[CH:4]=[N:5][N:6]([C:8]2[N:10]=[C:17]([OH:16])[C:18]([C:19]([O:21][CH2:22][CH3:23])=[O:20])=[CH:24][N:9]=2)[CH:7]=1. (4) Given the reactants Cl[C:2]1[N:7]=[C:6]([C:8]([NH:10][CH2:11][C:12]2[C:13](=[O:20])[NH:14][C:15]([CH3:19])=[CH:16][C:17]=2[CH3:18])=[O:9])[C:5]([CH3:21])=[C:4]([N:22]2[CH2:26][CH2:25][CH2:24][C@@H:23]2[CH3:27])[N:3]=1.C[C@H]1CCCN1.CC1(C)C(C)(C)OB([C:42]2[CH:43]=[CH:44][C:45]([NH2:48])=[N:46][CH:47]=2)O1.C(=O)([O-])[O-].[Na+].[Na+].C(Cl)Cl, predict the reaction product. The product is: [NH2:48][C:45]1[N:46]=[CH:47][C:42]([C:2]2[N:7]=[C:6]([C:8]([NH:10][CH2:11][C:12]3[C:13](=[O:20])[NH:14][C:15]([CH3:19])=[CH:16][C:17]=3[CH3:18])=[O:9])[C:5]([CH3:21])=[C:4]([N:22]3[CH2:26][CH2:25][CH2:24][C@@H:23]3[CH3:27])[N:3]=2)=[CH:43][CH:44]=1. (5) Given the reactants [C:1]([C:5]1[C:9]([CH:10]=O)=[CH:8][N:7]([C:12]2[C:17]([CH3:18])=[CH:16][N:15]=[C:14]([NH:19][C:20]3[CH:25]=[C:24]([N+:26]([O-])=O)[C:23]([N:29]4[CH2:34][CH2:33][O:32][CH2:31][CH2:30]4)=[CH:22][C:21]=3[O:35][CH3:36])[N:13]=2)[N:6]=1)([CH3:4])([CH3:3])[CH3:2].[CH3:37][NH:38][CH3:39], predict the reaction product. The product is: [C:1]([C:5]1[C:9]([CH2:10][N:38]([CH3:39])[CH3:37])=[CH:8][N:7]([C:12]2[C:17]([CH3:18])=[CH:16][N:15]=[C:14]([NH:19][C:20]3[C:21]([O:35][CH3:36])=[CH:22][C:23]([N:29]4[CH2:30][CH2:31][O:32][CH2:33][CH2:34]4)=[C:24]([NH:26][C:21](=[O:35])[CH:20]=[CH2:25])[CH:25]=3)[N:13]=2)[N:6]=1)([CH3:4])([CH3:3])[CH3:2].